Dataset: Reaction yield outcomes from USPTO patents with 853,638 reactions. Task: Predict the reaction yield, written as a fraction of the theoretical maximum amount of product (1.0 means a 100% yield; for example, 0.34 means a 34% yield). (1) The reactants are FC(F)(F)C(O)=O.[N:8]1([C:14]([C:16]2[CH:21]=[CH:20][C:19]([C:22]3[CH:27]=[CH:26][CH:25]=[C:24]([NH:28][C:29]([CH:31]4[CH2:35][CH2:34][CH2:33][CH2:32]4)=[O:30])[CH:23]=3)=[CH:18][CH:17]=2)=[O:15])[CH2:13][CH2:12][NH:11][CH2:10][CH2:9]1.[OH:36][C:37]1([C:40](O)=[O:41])[CH2:39][CH2:38]1.N1C=CC=CC=1.CN(C(ON1N=NC2C=CC=CC1=2)=[N+](C)C)C.F[P-](F)(F)(F)(F)F.CCN(C(C)C)C(C)C. The catalyst is CN(C=O)C.O. The product is [OH:36][C:37]1([C:40]([N:11]2[CH2:12][CH2:13][N:8]([C:14]([C:16]3[CH:17]=[CH:18][C:19]([C:22]4[CH:27]=[CH:26][CH:25]=[C:24]([NH:28][C:29]([CH:31]5[CH2:35][CH2:34][CH2:33][CH2:32]5)=[O:30])[CH:23]=4)=[CH:20][CH:21]=3)=[O:15])[CH2:9][CH2:10]2)=[O:41])[CH2:39][CH2:38]1. The yield is 0.290. (2) The reactants are [Cl:1][C:2]1[CH:3]=[CH:4][C:5]([C:8]([F:12])([F:11])[CH2:9][OH:10])=[N:6][CH:7]=1.CCN(C(C)C)C(C)C.[O:22](S(C(F)(F)F)(=O)=O)[S:23]([C:26]([F:29])([F:28])[F:27])(=O)=[O:24]. The catalyst is CCOCC. The product is [F:27][C:26]([F:29])([F:28])[S:23]([O:10][CH2:9][C:8]([C:5]1[CH:4]=[CH:3][C:2]([Cl:1])=[CH:7][N:6]=1)([F:12])[F:11])(=[O:24])=[O:22]. The yield is 1.00. (3) The reactants are C([O:8][C:9]1[C:10]([O:36][CH2:37][CH3:38])=[C:11]([CH:15]([C:17]2[C:25]3[C:20](=[N:21][CH:22]=[CH:23][CH:24]=3)[N:19]([Si:26]([CH:33]([CH3:35])[CH3:34])([CH:30]([CH3:32])[CH3:31])[CH:27]([CH3:29])[CH3:28])[CH:18]=2)[OH:16])[CH:12]=[CH:13][CH:14]=1)C1C=CC=CC=1. The catalyst is CO.O1CCCC1.[Pd]. The product is [CH2:37]([O:36][C:10]1[C:9]([OH:8])=[CH:14][CH:13]=[CH:12][C:11]=1[C:15]([C:17]1[C:25]2[C:20](=[N:21][CH:22]=[CH:23][CH:24]=2)[N:19]([Si:26]([CH:30]([CH3:31])[CH3:32])([CH:27]([CH3:29])[CH3:28])[CH:33]([CH3:34])[CH3:35])[CH:18]=1)=[O:16])[CH3:38]. The yield is 0.950. (4) The reactants are [C:1]([C:3]1[CH:4]=[N:5][CH:6]=[CH:7][CH:8]=1)#[CH:2].[CH2:9]([O:16][C:17]1[CH:22]=[CH:21][C:20]([CH2:23][C:24](Cl)=[N:25][OH:26])=[CH:19][CH:18]=1)[C:10]1[CH:15]=[CH:14][CH:13]=[CH:12][CH:11]=1.C(N(CC)CC)C. The catalyst is O1CCCC1. The product is [CH2:9]([O:16][C:17]1[CH:22]=[CH:21][C:20]([CH2:23][C:24]2[CH:2]=[C:1]([C:3]3[CH:4]=[N:5][CH:6]=[CH:7][CH:8]=3)[O:26][N:25]=2)=[CH:19][CH:18]=1)[C:10]1[CH:11]=[CH:12][CH:13]=[CH:14][CH:15]=1. The yield is 0.480. (5) The reactants are [CH3:1][N:2]([CH:4]=O)[CH3:3].[O:6]1[CH:10]=[CH:9][C:8]([C:11]2[C:20](=[O:21])[C:19]3[C:18]4[CH:22]=[CH:23][CH:24]=[CH:25][C:17]=4[CH:16]=[C:15]([O:26][CH2:27][CH2:28][CH3:29])C=3NC=2)=[CH:7]1.[H-].[Na+].CI. The yield is 0.420. The catalyst is C(OCC)(=O)C.O. The product is [O:6]1[CH:10]=[CH:9][C:8]([C:11]2[C:20](=[O:21])[C:19]3[C:18]4[CH:22]=[CH:23][CH:24]=[CH:25][C:17]=4[CH:16]=[C:15]([O:26][CH2:27][CH2:28][CH3:29])[C:3]=3[N:2]([CH3:1])[CH:4]=2)=[CH:7]1. (6) The reactants are [N+:1]([C:4]1[CH:13]=[C:12]2[C:7]([CH2:8][CH2:9][N:10]([C:14]([O:16][C:17]([CH3:20])([CH3:19])[CH3:18])=[O:15])[CH2:11]2)=[CH:6][CH:5]=1)([O-])=O. The catalyst is CO.[OH-].[OH-].[Pd+2]. The product is [NH2:1][C:4]1[CH:13]=[C:12]2[C:7]([CH2:8][CH2:9][N:10]([C:14]([O:16][C:17]([CH3:20])([CH3:19])[CH3:18])=[O:15])[CH2:11]2)=[CH:6][CH:5]=1. The yield is 0.690. (7) The reactants are NC1C=CC=CC=1.[C:8]1([CH:14]2[CH2:19][CH2:18][CH2:17][CH2:16][N:15]2[C:20]2[CH:25]=[CH:24][N:23]=[C:22]([NH:26][C:27]3[CH:28]=[C:29]([CH:32]=[CH:33][CH:34]=3)C#N)[N:21]=2)[CH:13]=[CH:12][CH:11]=[CH:10][CH:9]=1. No catalyst specified. The product is [C:27]1([NH:26][C:22]2[N:21]=[C:20]([N:15]3[CH2:16][CH2:17][CH2:18][CH2:19][CH:14]3[C:8]3[CH:9]=[CH:10][CH:11]=[CH:12][CH:13]=3)[CH:25]=[CH:24][N:23]=2)[CH:28]=[CH:29][CH:32]=[CH:33][CH:34]=1. The yield is 0.820. (8) The reactants are [BH4-].[Na+].[Cl:3][C:4]1[C:9]([CH2:10][CH:11]=[O:12])=[CH:8][CH:7]=[C:6]([Cl:13])[N:5]=1.[NH4+].[Cl-]. The catalyst is C1COCC1.CO. The product is [Cl:3][C:4]1[C:9]([CH2:10][CH2:11][OH:12])=[CH:8][CH:7]=[C:6]([Cl:13])[N:5]=1. The yield is 0.990. (9) The reactants are [NH2:1][C:2]1[C:11]2[C:6](=[CH:7][C:8]([CH2:12][N:13]3[CH2:18][CH2:17][N:16]([CH2:19][C:20]#[CH:21])[CH2:15][C:14]3=[O:22])=[CH:9][CH:10]=2)[N:5]=[CH:4][N:3]=1.C(OC(=O)[NH:29][C:30]1[CH:35]=[CH:34][N:33]=[CH:32][C:31]=1I)(C)(C)C.CCN(CC)CC. The catalyst is CN(C=O)C.CCOC(C)=O.O.[Cu]I. The product is [NH2:1][C:2]1[C:11]2[C:6](=[CH:7][C:8]([CH2:12][N:13]3[CH2:18][CH2:17][N:16]([CH2:19][C:20]4[NH:29][C:30]5[CH:35]=[CH:34][N:33]=[CH:32][C:31]=5[CH:21]=4)[CH2:15][C:14]3=[O:22])=[CH:9][CH:10]=2)[N:5]=[CH:4][N:3]=1. The yield is 0.360. (10) The reactants are C(NC(C)C)(C)C.C([Li])CCC.[CH2:13]([O:15][C:16]([CH:18]1[CH2:22][CH2:21][CH:20]([O:23][Si:24]([CH:31]([CH3:33])[CH3:32])([CH:28]([CH3:30])[CH3:29])[CH:25]([CH3:27])[CH3:26])[CH2:19]1)=[O:17])[CH3:14].[CH:34](=[O:36])[CH3:35]. The catalyst is O1CCCC1. The product is [CH2:13]([O:15][C:16]([C:18]1([CH:34]([OH:36])[CH3:35])[CH2:22][CH2:21][CH:20]([O:23][Si:24]([CH:25]([CH3:26])[CH3:27])([CH:31]([CH3:32])[CH3:33])[CH:28]([CH3:30])[CH3:29])[CH2:19]1)=[O:17])[CH3:14]. The yield is 0.940.